Predict the reactants needed to synthesize the given product. From a dataset of Full USPTO retrosynthesis dataset with 1.9M reactions from patents (1976-2016). (1) Given the product [CH2:16]1[CH:17]([N:18]2[C:3](=[O:10])[C:4]3[C:9](=[CH:8][CH:7]=[CH:6][CH:5]=3)[C:1]2=[O:11])[CH2:12][CH2:13][CH:14]([OH:19])[CH2:15]1, predict the reactants needed to synthesize it. The reactants are: [C:1]1(=[O:11])[C:9]2[C:4](=[CH:5][CH:6]=[CH:7][CH:8]=2)[C:3](=[O:10])O1.[CH2:12]1[CH:17]([NH2:18])[CH2:16][CH2:15][CH:14]([OH:19])[CH2:13]1. (2) Given the product [CH3:1][O:8][CH2:9][C:10]1[S:29][C:25]2=[N:24][CH2:28][CH2:27][N:26]2[C:11]=1[C:13]1[C:22]2[C:17](=[CH:18][CH:19]=[CH:20][CH:21]=2)[CH:16]=[CH:15][CH:14]=1, predict the reactants needed to synthesize it. The reactants are: [CH2:1]([O:8][CH2:9][CH:10](Br)[C:11]([C:13]1[C:22]2[C:17](=[CH:18][CH:19]=[CH:20][CH:21]=2)[CH:16]=[CH:15][CH:14]=1)=O)C1C=CC=CC=1.[NH:24]1[CH2:28][CH2:27][NH:26][C:25]1=[S:29].CO. (3) Given the product [CH3:1][C:2]1[CH:7]=[C:6]([O:8][CH2:9][CH2:10][CH:11]([C:16]2[O:17][C:18]3[CH:25]=[C:24]([C:26]([F:29])([F:27])[F:28])[CH:23]=[CH:22][C:19]=3[C:20]=2[CH3:21])[CH2:12][CH2:13][CH2:14][CH3:15])[CH:5]=[CH:4][C:3]=1[O:30][CH2:31][C:32]([OH:34])=[O:33], predict the reactants needed to synthesize it. The reactants are: [CH3:1][C:2]1[CH:7]=[C:6]([O:8][CH2:9][CH2:10][CH:11]([C:16]2[O:17][C:18]3[CH:25]=[C:24]([C:26]([F:29])([F:28])[F:27])[CH:23]=[CH:22][C:19]=3[C:20]=2[CH3:21])[CH2:12][CH2:13][CH2:14][CH3:15])[CH:5]=[CH:4][C:3]=1[O:30][CH2:31][C:32]([O:34]CC)=[O:33].[OH-].[Na+]. (4) Given the product [C:20]([O:23][C:24](=[O:25])[NH:26][C@@H:27]([CH:28]1[CH2:29][CH2:30][CH2:31][CH2:32][CH2:33]1)[C:34](=[O:35])[N:15]1[CH2:16][CH2:17][CH2:18][C@H:14]1[C:10]1[CH:11]=[CH:12][CH:13]=[C:8]([O:1][C:2]2[CH:3]=[CH:4][CH:5]=[CH:6][CH:7]=2)[CH:9]=1)([CH3:22])([CH3:19])[CH3:21], predict the reactants needed to synthesize it. The reactants are: [O:1]([C:8]1[CH:9]=[C:10]([C@@H:14]2[CH2:18][CH2:17][CH2:16][NH:15]2)[CH:11]=[CH:12][CH:13]=1)[C:2]1[CH:7]=[CH:6][CH:5]=[CH:4][CH:3]=1.[CH3:19][C:20]([O:23][C:24]([NH:26][C@H:27]([C:34](O)=[O:35])[CH:28]1[CH2:33][CH2:32][CH2:31][CH2:30][CH2:29]1)=[O:25])([CH3:22])[CH3:21].C1C=CC2N(O)N=NC=2C=1.CN(C(ON1N=NC2C=CC=CC1=2)=[N+](C)C)C.F[P-](F)(F)(F)(F)F.CCN(C(C)C)C(C)C. (5) Given the product [CH3:1][C:2]1[CH:3]=[CH:4][C:5]([C:21]([NH:23][C:24]2[CH:25]=[C:26]([C:36]([F:38])([F:39])[F:37])[CH:27]=[C:28]([N:30]3[CH:34]=[N:33][C:32]([CH3:35])=[CH:31]3)[CH:29]=2)=[O:22])=[CH:6][C:7]=1[NH:8][C:9]1[N:10]=[CH:11][CH:12]=[C:13]([C:15]2[CH:16]=[CH:17][CH:18]=[N:19][CH:20]=2)[N:14]=1.[C:40]([O-:47])(=[O:46])[CH2:41][CH2:42][C:43]([O-:45])=[O:44], predict the reactants needed to synthesize it. The reactants are: [CH3:1][C:2]1[CH:3]=[CH:4][C:5]([C:21]([NH:23][C:24]2[CH:25]=[C:26]([C:36]([F:39])([F:38])[F:37])[CH:27]=[C:28]([N:30]3[CH:34]=[N:33][C:32]([CH3:35])=[CH:31]3)[CH:29]=2)=[O:22])=[CH:6][C:7]=1[NH:8][C:9]1[N:10]=[CH:11][CH:12]=[C:13]([C:15]2[CH:16]=[CH:17][CH:18]=[N:19][CH:20]=2)[N:14]=1.[C:40]([OH:47])(=[O:46])[CH2:41][CH2:42][C:43]([OH:45])=[O:44]. (6) Given the product [CH3:14][C:13]([CH3:16])([CH3:15])[C:12](=[O:17])[CH:7]([C:1]1[CH:6]=[CH:5][CH:4]=[CH:3][CH:2]=1)[C:8]([O:10][CH3:11])=[O:9], predict the reactants needed to synthesize it. The reactants are: [C:1]1([CH2:7][C:8]([O:10][CH3:11])=[O:9])[CH:6]=[CH:5][CH:4]=[CH:3][CH:2]=1.[C:12](O[C:12](=[O:17])[C:13]([CH3:16])([CH3:15])[CH3:14])(=[O:17])[C:13]([CH3:16])([CH3:15])[CH3:14]. (7) Given the product [CH2:1]([O:3][C:4]([N:6]1[C:15]2[C:10](=[N:11][C:12]([O:16][CH3:17])=[CH:13][CH:14]=2)[C@@H:9]([NH:18][C:19]2[N:24]=[C:23]([CH2:25][C:26]3[CH:31]=[C:30]([C:32]([F:35])([F:34])[F:33])[CH:29]=[C:28]([C:36]([F:38])([F:39])[F:37])[CH:27]=3)[C:22]([O:40][CH2:50][CH2:51][OH:52])=[CH:21][N:20]=2)[CH2:8][C@H:7]1[CH2:41][CH3:42])=[O:5])[CH3:2], predict the reactants needed to synthesize it. The reactants are: [CH2:1]([O:3][C:4]([N:6]1[C:15]2[C:10](=[N:11][C:12]([O:16][CH3:17])=[CH:13][CH:14]=2)[C@@H:9]([NH:18][C:19]2[N:24]=[C:23]([CH2:25][C:26]3[CH:31]=[C:30]([C:32]([F:35])([F:34])[F:33])[CH:29]=[C:28]([C:36]([F:39])([F:38])[F:37])[CH:27]=3)[C:22]([OH:40])=[CH:21][N:20]=2)[CH2:8][C@H:7]1[CH2:41][CH3:42])=[O:5])[CH3:2].C(=O)([O-])[O-].[K+].[K+].Br[CH2:50][CH2:51][OH:52].C(O)(=O)CC(CC(O)=O)(C(O)=O)O.